This data is from Catalyst prediction with 721,799 reactions and 888 catalyst types from USPTO. The task is: Predict which catalyst facilitates the given reaction. (1) Reactant: CS(O[C@H:6]1[C@@H:11]([CH3:12])[CH2:10][C@@H:9]([C:13]2[CH:18]=[CH:17][N:16]=[CH:15][C:14]=2[NH2:19])[CH2:8][C@H:7]1[NH:20][C:21]([O:23][C:24]([CH3:27])([CH3:26])[CH3:25])=[O:22])(=O)=O.C1CCN2C(=NCCC2)CC1. Product: [NH2:19][C:14]1[CH:15]=[N:16][CH:17]=[CH:18][C:13]=1[C@H:9]1[CH2:8][C@@H:7]([NH:20][C:21](=[O:22])[O:23][C:24]([CH3:26])([CH3:25])[CH3:27])[CH:6]=[C:11]([CH3:12])[CH2:10]1. The catalyst class is: 31. (2) Reactant: [CH:1]1([O:4][C:5]2[CH:6]=[C:7]([C:15]3[N:24](COCC[Si](C)(C)C)[C:18]4[CH:19]=[N:20][NH:21][C:22](=[O:23])[C:17]=4[C:16]=3[CH2:33][OH:34])[CH:8]=[CH:9][C:10]=2[O:11][CH:12]([F:14])[F:13])[CH2:3][CH2:2]1. Product: [CH:1]1([O:4][C:5]2[CH:6]=[C:7]([C:15]3[NH:24][C:18]4[CH:19]=[N:20][NH:21][C:22](=[O:23])[C:17]=4[C:16]=3[CH2:33][OH:34])[CH:8]=[CH:9][C:10]=2[O:11][CH:12]([F:13])[F:14])[CH2:2][CH2:3]1. The catalyst class is: 6. (3) The catalyst class is: 13. Reactant: [CH3:1][N:2]1[CH:6]=[C:5]([CH:7]=O)[CH:4]=[N:3]1.Cl.[OH:10][NH2:11].C(O)C. Product: [CH3:1][N:2]1[CH:6]=[C:5]([CH:7]=[N:11][OH:10])[CH:4]=[N:3]1. (4) Reactant: [Si]([O:8][CH2:9][C:10]1[N:14]2[C:15](=[O:31])[N:16]([CH:18]3[CH2:23][CH2:22][N:21]([C:24]([O:26][C:27]([CH3:30])([CH3:29])[CH3:28])=[O:25])[CH2:20][CH2:19]3)[CH2:17][C:13]2=[CH:12][N:11]=1)(C(C)(C)C)(C)C.[F-].C([N+](CCCC)(CCCC)CCCC)CCC. Product: [OH:8][CH2:9][C:10]1[N:14]2[C:15](=[O:31])[N:16]([CH:18]3[CH2:19][CH2:20][N:21]([C:24]([O:26][C:27]([CH3:29])([CH3:28])[CH3:30])=[O:25])[CH2:22][CH2:23]3)[CH2:17][C:13]2=[CH:12][N:11]=1. The catalyst class is: 1. (5) Reactant: [F:1][C:2]1[CH:7]=[C:6]([N+:8]([O-:10])=[O:9])[CH:5]=[CH:4][C:3]=1[CH3:11].BrN1C(=O)CCC1=O.[NH:20]1[CH2:25][CH2:24][O:23][CH2:22][CH2:21]1.C(OCC)(=O)C. Product: [F:1][C:2]1[CH:7]=[C:6]([N+:8]([O-:10])=[O:9])[CH:5]=[CH:4][C:3]=1[CH2:11][N:20]1[CH2:25][CH2:24][O:23][CH2:22][CH2:21]1. The catalyst class is: 340. (6) Reactant: [NH2:1][C:2]1[C:3]2[C:10]([C:11]([C:13]3[CH:14]=[C:15]([NH:19][C:20]([NH:22][C:23]4[CH:28]=[C:27]([Cl:29])[CH:26]=[C:25]([Cl:30])[CH:24]=4)=[O:21])[CH:16]=[CH:17][CH:18]=3)=[O:12])=[CH:9][N:8]([CH:31]3[CH2:36][CH2:35][NH:34][CH2:33][CH2:32]3)[C:4]=2[N:5]=[CH:6][N:7]=1.CN(C(ON1N=NC2C=CC=NC1=2)=[N+](C)C)C.F[P-](F)(F)(F)(F)F.[C:61](O)(=[O:68])[C:62]1[CH:67]=[CH:66][CH:65]=[CH:64][CH:63]=1. Product: [NH2:1][C:2]1[C:3]2[C:10]([C:11]([C:13]3[CH:14]=[C:15]([NH:19][C:20]([NH:22][C:23]4[CH:28]=[C:27]([Cl:29])[CH:26]=[C:25]([Cl:30])[CH:24]=4)=[O:21])[CH:16]=[CH:17][CH:18]=3)=[O:12])=[CH:9][N:8]([CH:31]3[CH2:32][CH2:33][N:34]([C:61](=[O:68])[C:62]4[CH:67]=[CH:66][CH:65]=[CH:64][CH:63]=4)[CH2:35][CH2:36]3)[C:4]=2[N:5]=[CH:6][N:7]=1. The catalyst class is: 3.